Dataset: Full USPTO retrosynthesis dataset with 1.9M reactions from patents (1976-2016). Task: Predict the reactants needed to synthesize the given product. (1) Given the product [F:20][C:21]1[CH:26]=[CH:25][C:24]([C:2]2[C:3]([CH3:19])=[N:4][N:5]([CH3:18])[C:6]=2[C:7]2[CH:17]=[CH:16][C:10]3[O:11][CH2:12][C:13](=[O:15])[NH:14][C:9]=3[CH:8]=2)=[C:23]([CH3:30])[CH:22]=1, predict the reactants needed to synthesize it. The reactants are: Br[C:2]1[C:3]([CH3:19])=[N:4][N:5]([CH3:18])[C:6]=1[C:7]1[CH:17]=[CH:16][C:10]2[O:11][CH2:12][C:13](=[O:15])[NH:14][C:9]=2[CH:8]=1.[F:20][C:21]1[CH:26]=[CH:25][C:24](B(O)O)=[C:23]([CH3:30])[CH:22]=1. (2) Given the product [CH3:9][N:10]1[CH2:16][CH2:15][CH2:14][N:13]([C:2]2[CH:8]=[CH:7][C:5]([NH2:6])=[CH:4][CH:3]=2)[C:12](=[O:17])[CH2:11]1, predict the reactants needed to synthesize it. The reactants are: I[C:2]1[CH:8]=[CH:7][C:5]([NH2:6])=[CH:4][CH:3]=1.[CH3:9][N:10]1[CH2:16][CH2:15][CH2:14][NH:13][C:12](=[O:17])[CH2:11]1.[O-]P([O-])([O-])=O.[K+].[K+].[K+].N[C@@H]1CCCC[C@H]1N. (3) Given the product [F:1][C:2]1[CH:3]=[CH:4][C:5]([CH2:8][C:9]([NH:12][CH2:14][CH2:13][CH2:19][S:16]([OH:18])(=[O:17])=[O:15])([CH3:10])[CH3:11])=[CH:6][CH:7]=1, predict the reactants needed to synthesize it. The reactants are: [F:1][C:2]1[CH:7]=[CH:6][C:5]([CH2:8][C:9]([NH2:12])([CH3:11])[CH3:10])=[CH:4][CH:3]=1.[CH2:13]1[CH2:19][S:16](=[O:18])(=[O:17])[O:15][CH2:14]1. (4) Given the product [F:1][C:2]1[CH:3]=[C:4]([CH:17]=[CH:18][CH:19]=1)[CH2:5][O:6][C:7]1[CH:12]=[CH:11][C:10]([NH2:13])=[CH:9][C:8]=1[Cl:16], predict the reactants needed to synthesize it. The reactants are: [F:1][C:2]1[CH:3]=[C:4]([CH:17]=[CH:18][CH:19]=1)[CH2:5][O:6][C:7]1[CH:12]=[CH:11][C:10]([N+:13]([O-])=O)=[CH:9][C:8]=1[Cl:16]. (5) Given the product [N:1]1([C:10]2[CH:11]=[CH:12][C:13]([O:14][CH2:15][CH2:16][CH2:17][C:18]3[S:22][C:21]([C:23]4[CH:32]=[C:31]5[C:26]([CH2:27][CH2:28][CH2:29][N:30]5[C:33](=[O:44])[NH:34][C:35]5[S:36][C:37]6[CH:43]=[CH:42][CH:41]=[CH:40][C:38]=6[N:39]=5)=[CH:25][CH:24]=4)=[N:20][C:19]=3[C:45]([OH:47])=[O:46])=[CH:50][CH:51]=2)[C:5]2=[N:6][CH:7]=[N:8][CH:9]=[C:4]2[CH:3]=[N:2]1, predict the reactants needed to synthesize it. The reactants are: [N:1]1([C:10]2[CH:51]=[CH:50][C:13]([O:14][CH2:15][CH2:16][CH2:17][C:18]3[S:22][C:21]([C:23]4[CH:32]=[C:31]5[C:26]([CH2:27][CH2:28][CH2:29][N:30]5[C:33](=[O:44])[NH:34][C:35]5[S:36][C:37]6[CH:43]=[CH:42][CH:41]=[CH:40][C:38]=6[N:39]=5)=[CH:25][CH:24]=4)=[N:20][C:19]=3[C:45]([O:47]CC)=[O:46])=[CH:12][CH:11]=2)[C:5]2=[N:6][CH:7]=[N:8][CH:9]=[C:4]2[CH:3]=[N:2]1.CO.C1COCC1.[Li+].[OH-]. (6) Given the product [CH3:6][O:5][C:3](=[O:4])[C:2]([C:8]1[CH:13]=[CH:12][CH:11]=[CH:10][CH:9]=1)([N:14]1[CH2:19][CH2:18][CH2:17][CH2:16][CH2:15]1)[CH3:7], predict the reactants needed to synthesize it. The reactants are: Br[C:2]([C:8]1[CH:13]=[CH:12][CH:11]=[CH:10][CH:9]=1)([CH3:7])[C:3]([O:5][CH3:6])=[O:4].[NH:14]1[CH2:19][CH2:18][CH2:17][CH2:16][CH2:15]1. (7) Given the product [Cl:19][C:20]1[CH:25]=[CH:24][C:23]([CH2:26][N:7]2[C:8]([CH2:10][CH2:11][C:12]([O:14][CH2:15][CH3:16])=[O:13])=[CH:9][C:5]([O:4][CH:1]([CH3:3])[CH3:2])=[N:6]2)=[C:22]([O:28][CH:29]([CH3:31])[CH3:30])[CH:21]=1, predict the reactants needed to synthesize it. The reactants are: [CH:1]([O:4][C:5]1[CH:9]=[C:8]([CH2:10][CH2:11][C:12]([O:14][CH2:15][CH3:16])=[O:13])[NH:7][N:6]=1)([CH3:3])[CH3:2].[H-].[Na+].[Cl:19][C:20]1[CH:25]=[CH:24][C:23]([CH2:26]Cl)=[C:22]([O:28][CH:29]([CH3:31])[CH3:30])[CH:21]=1.Cl. (8) Given the product [Br:13][CH2:14][CH2:15][O:16][CH2:17][CH2:18][O:1][N:2]1[C:3](=[O:12])[C:4]2[C:5](=[CH:8][CH:9]=[CH:10][CH:11]=2)[C:6]1=[O:7], predict the reactants needed to synthesize it. The reactants are: [OH:1][N:2]1[C:6](=[O:7])[C:5]2=[CH:8][CH:9]=[CH:10][CH:11]=[C:4]2[C:3]1=[O:12].[Br:13][CH2:14][CH2:15][O:16][CH2:17][CH2:18]Br.C(N(CC)CC)C.O. (9) The reactants are: [Br:1][C:2]1[C:3]([N:17]2[CH2:22][CH2:21][CH2:20][C@@H:19]([NH:23]C(=O)OC(C)(C)C)[CH2:18]2)=[C:4]2[C:10]([NH:11][C:12](=[O:16])[CH2:13][C:14]#[N:15])=[CH:9][NH:8][C:5]2=[N:6][CH:7]=1.C(O)(C(F)(F)F)=O.C(Cl)[Cl:39]. Given the product [ClH:39].[NH2:23][C@@H:19]1[CH2:20][CH2:21][CH2:22][N:17]([C:3]2[C:2]([Br:1])=[CH:7][N:6]=[C:5]3[NH:8][CH:9]=[C:10]([NH:11][C:12](=[O:16])[CH2:13][C:14]#[N:15])[C:4]=23)[CH2:18]1, predict the reactants needed to synthesize it. (10) The reactants are: C([Li])(C)(C)C.[Si:6]([C:10]#[CH:11])([CH3:9])([CH3:8])[CH3:7].[C:12]([Si:16]([CH3:23])([CH3:22])[O:17][CH2:18][C@@H:19]1[CH2:21][O:20]1)([CH3:15])([CH3:14])[CH3:13].B(F)(F)F. Given the product [Si:16]([O:17][CH2:18][C@@H:19]([OH:20])[CH2:21][C:11]#[C:10][Si:6]([CH3:9])([CH3:8])[CH3:7])([C:12]([CH3:15])([CH3:14])[CH3:13])([CH3:23])[CH3:22], predict the reactants needed to synthesize it.